From a dataset of Full USPTO retrosynthesis dataset with 1.9M reactions from patents (1976-2016). Predict the reactants needed to synthesize the given product. (1) Given the product [CH3:3][CH:2]([N:4]1[C:12](/[CH:13]=[CH:14]/[CH:15]([OH:24])[CH2:16][CH:17]([OH:23])[CH2:18][C:19]([O-:21])=[O:20])=[C:11]([C:25]2[CH:26]=[CH:27][C:28]([F:31])=[CH:29][CH:30]=2)[C:10]2[CH:9]=[CH:8][CH:7]=[CH:6][C:5]1=2)[CH3:1].[Na+:33], predict the reactants needed to synthesize it. The reactants are: [CH3:1][CH:2]([N:4]1[C:12](/[CH:13]=[CH:14]/[C@H:15]([OH:24])[CH2:16][C@H:17]([OH:23])[CH2:18][C:19]([O:21]C)=[O:20])=[C:11]([C:25]2[CH:30]=[CH:29][C:28]([F:31])=[CH:27][CH:26]=2)[C:10]2[C:5]1=[CH:6][CH:7]=[CH:8][CH:9]=2)[CH3:3].[OH-].[Na+:33].CC(OC)(C)C. (2) Given the product [C:6]([N:8]1[CH2:15][C:14]2[C:10](=[N:11][NH:12][C:13]=2[C:16]2[CH:21]=[CH:20][CH:19]=[CH:18][CH:17]=2)[CH2:9]1)(=[O:5])[CH3:23], predict the reactants needed to synthesize it. The reactants are: C([O:5][C:6]([N:8]1[CH2:15][C:14]2[C:10](=[N:11][NH:12][C:13]=2[C:16]2[CH:21]=[CH:20][CH:19]=[CH:18][CH:17]=2)[CH2:9]1)=O)(C)(C)C.F[C:23](F)(F)C(O)=O.C(N(C(C)C)CC)(C)C.C(Cl)(=O)C. (3) Given the product [Br:14][C:15]1[CH:16]=[C:17]([O:23][CH3:24])[CH:18]=[C:19]([O:21][CH3:22])[C:20]=1[C:5]([C:6]1[CH:11]=[CH:10][CH:9]=[CH:8][CH:7]=1)=[O:12].[Br:14][C:15]1[CH:16]=[C:17]([O:23][CH3:24])[C:18]([C:5]([C:6]2[CH:11]=[CH:10][CH:9]=[CH:8][CH:7]=2)=[O:12])=[C:19]([O:21][CH3:22])[CH:20]=1, predict the reactants needed to synthesize it. The reactants are: [Al+3].[Cl-].[Cl-].[Cl-].[C:5](Cl)(=[O:12])[C:6]1[CH:11]=[CH:10][CH:9]=[CH:8][CH:7]=1.[Br:14][C:15]1[CH:20]=[C:19]([O:21][CH3:22])[CH:18]=[C:17]([O:23][CH3:24])[CH:16]=1.[NH4+].[Cl-]. (4) The reactants are: C([SiH](CC)CC)C.[CH2:8]([O:10][C:11]([C:13]1[NH:14][CH:15]=[C:16]([C:18](=O)[CH2:19][C:20]2[CH:25]=[CH:24][C:23]([F:26])=[CH:22][CH:21]=2)[CH:17]=1)=[O:12])[CH3:9]. Given the product [CH2:8]([O:10][C:11]([C:13]1[NH:14][CH:15]=[C:16]([CH2:18][CH2:19][C:20]2[CH:21]=[CH:22][C:23]([F:26])=[CH:24][CH:25]=2)[CH:17]=1)=[O:12])[CH3:9], predict the reactants needed to synthesize it.